Dataset: Reaction yield outcomes from USPTO patents with 853,638 reactions. Task: Predict the reaction yield, written as a fraction of the theoretical maximum amount of product (1.0 means a 100% yield; for example, 0.34 means a 34% yield). (1) The catalyst is O.C(#N)C. The product is [CH2:1]([C:3]1[C:4](=[O:15])[NH:5][C:6]([CH3:14])=[C:7]([N:9]2[CH:13]=[CH:12][N:11]=[CH:10]2)[CH:8]=1)[CH3:2]. The yield is 0.730. The reactants are [CH2:1]([C:3]1[C:4]([O:15]C)=[N:5][C:6]([CH3:14])=[C:7]([N:9]2[CH:13]=[CH:12][N:11]=[CH:10]2)[CH:8]=1)[CH3:2].[I-].[Na+].Cl[Si](C)(C)C.C(=O)(O)[O-].[Na+]. (2) The catalyst is COCCOC.C1C=CC([P]([Pd]([P](C2C=CC=CC=2)(C2C=CC=CC=2)C2C=CC=CC=2)([P](C2C=CC=CC=2)(C2C=CC=CC=2)C2C=CC=CC=2)[P](C2C=CC=CC=2)(C2C=CC=CC=2)C2C=CC=CC=2)(C2C=CC=CC=2)C2C=CC=CC=2)=CC=1. The product is [C:27]([O:26][C:24]([N:8]([C:1]([O:3][C:4]([CH3:5])([CH3:7])[CH3:6])=[O:2])[C:9]1[N:10]=[C:11]([C:32]2[N:33]=[C:34]([N:41]([C:49]3[CH:54]=[CH:53][C:52]([N:55]4[CH2:56][CH2:57][N:58]([CH:61]5[CH2:62][O:63][CH2:64]5)[CH2:59][CH2:60]4)=[CH:51][CH:50]=3)[C:42](=[O:48])[O:43][C:44]([CH3:47])([CH3:46])[CH3:45])[C:35]3[N:36]([CH:38]=[CH:39][N:40]=3)[CH:37]=2)[CH:12]=[N:13][CH:14]=1)=[O:25])([CH3:29])([CH3:28])[CH3:30]. The yield is 0.900. The reactants are [C:1]([N:8]([C:24]([O:26][C:27]([CH3:30])([CH3:29])[CH3:28])=[O:25])[C:9]1[CH:14]=[N:13][CH:12]=[C:11](B2OC(C)(C)C(C)(C)O2)[N:10]=1)([O:3][C:4]([CH3:7])([CH3:6])[CH3:5])=[O:2].Br[C:32]1[N:33]=[C:34]([N:41]([C:49]2[CH:54]=[CH:53][C:52]([N:55]3[CH2:60][CH2:59][N:58]([CH:61]4[CH2:64][O:63][CH2:62]4)[CH2:57][CH2:56]3)=[CH:51][CH:50]=2)[C:42](=[O:48])[O:43][C:44]([CH3:47])([CH3:46])[CH3:45])[C:35]2[N:36]([CH:38]=[CH:39][N:40]=2)[CH:37]=1.C([O-])([O-])=O.[Na+].[Na+].O. (3) The product is [F:1][C:2]1[C:10]([CH3:11])=[CH:9][C:5]([C:6]2[O:8][N:32]=[C:23]([C:24]3[CH:29]=[CH:28][C:27]([O:30][CH3:31])=[CH:26][CH:25]=3)[N:22]=2)=[CH:4][N:3]=1. The reactants are [F:1][C:2]1[C:10]([CH3:11])=[CH:9][C:5]([C:6]([OH:8])=O)=[CH:4][N:3]=1.C(Cl)Cl.N1C=CC=CC=1.O[NH:22][C:23](=[NH:32])[C:24]1[CH:29]=[CH:28][C:27]([O:30][CH3:31])=[CH:26][CH:25]=1. The catalyst is C(Cl)Cl. The yield is 0.0450. (4) The reactants are [CH3:1][N:2]1[C:6]([C:7]([OH:9])=O)=[CH:5][C:4]([C:10]([F:13])([F:12])[F:11])=[N:3]1.C(Cl)(=O)C(Cl)=O.[NH2:20][C:21]1[CH:22]=[C:23]([CH:40]=[CH:41][CH:42]=1)[O:24][C:25]1[CH:26]=[CH:27][C:28]2[N:29]([CH:31]=[C:32]([NH:34][C:35]([CH:37]3[CH2:39][CH2:38]3)=[O:36])[N:33]=2)[N:30]=1.C(N(CC)CC)C. The catalyst is CN(C)C=O.O1CCCC1. The product is [CH:37]1([C:35]([NH:34][C:32]2[N:33]=[C:28]3[CH:27]=[CH:26][C:25]([O:24][C:23]4[CH:22]=[C:21]([NH:20][C:7]([C:6]5[N:2]([CH3:1])[N:3]=[C:4]([C:10]([F:13])([F:12])[F:11])[CH:5]=5)=[O:9])[CH:42]=[CH:41][CH:40]=4)=[N:30][N:29]3[CH:31]=2)=[O:36])[CH2:38][CH2:39]1. The yield is 0.780. (5) The reactants are C(=O)([O-])[O-].[Cs+].[Cs+].[Cl:7][C:8]1[CH:13]=[C:12](I)[C:11]([Cl:15])=[CH:10][N:9]=1.[NH2:16][C:17]1[CH:18]=[CH:19][CH:20]=[C:21]2[C:26]=1[C:25](=[O:27])[N:24]([CH3:28])[CH2:23][CH2:22]2. The catalyst is O1CCOCC1.C([O-])(=O)C.[Pd+2].C([O-])(=O)C.CC1(C)C2C=CC=C(P(C3C=CC=CC=3)C3C=CC=CC=3)C=2OC2C1=CC=CC=2P(C1C=CC=CC=1)C1C=CC=CC=1. The product is [Cl:7][C:8]1[CH:13]=[C:12]([NH:16][C:17]2[CH:18]=[CH:19][CH:20]=[C:21]3[C:26]=2[C:25](=[O:27])[N:24]([CH3:28])[CH2:23][CH2:22]3)[C:11]([Cl:15])=[CH:10][N:9]=1. The yield is 0.720. (6) The yield is 0.560. The reactants are [Br:1][C:2]1[CH:12]=[CH:11][C:5]([O:6][CH2:7][C:8]([OH:10])=O)=[C:4]([Cl:13])[CH:3]=1.[CH3:14][O:15][C:16](=[O:24])[C:17]1[CH:22]=[CH:21][N:20]=[C:19]([NH2:23])[CH:18]=1.C1CN([P+](ON2N=NC3C=CC=CC2=3)(N2CCCC2)N2CCCC2)CC1.F[P-](F)(F)(F)(F)F.C(OCC)(=O)C. The catalyst is CN(C1C=CN=CC=1)C.CN(C=O)C. The product is [CH3:14][O:15][C:16](=[O:24])[C:17]1[CH:22]=[CH:21][N:20]=[C:19]([NH:23][C:8](=[O:10])[CH2:7][O:6][C:5]2[CH:11]=[CH:12][C:2]([Br:1])=[CH:3][C:4]=2[Cl:13])[CH:18]=1.